Predict the reactants needed to synthesize the given product. From a dataset of Full USPTO retrosynthesis dataset with 1.9M reactions from patents (1976-2016). (1) Given the product [CH2:53]1[C:54]2[C:59](=[CH:58][CH:57]=[CH:56][CH:55]=2)[CH2:60][CH2:61][N:52]1[CH2:51][C@@H:50]([OH:62])[CH2:49][NH:48][C:18]([C:17]1[CH:21]=[CH:22][N:23]=[C:15]([NH:14][CH:11]2[CH2:10][CH2:9][N:8]([C:6]([O:5][C:1]([CH3:3])([CH3:2])[CH3:4])=[O:7])[CH2:13][CH2:12]2)[CH:16]=1)=[O:19], predict the reactants needed to synthesize it. The reactants are: [C:1]([O:5][C:6]([N:8]1[CH2:13][CH2:12][CH:11]([NH:14][C:15]2[CH:16]=[C:17]([CH:21]=[CH:22][N:23]=2)[C:18](O)=[O:19])[CH2:10][CH2:9]1)=[O:7])([CH3:4])([CH3:3])[CH3:2].CN(C(ON1N=NC2C=CC=NC1=2)=[N+](C)C)C.F[P-](F)(F)(F)(F)F.[NH2:48][CH2:49][C@H:50]([OH:62])[CH2:51][N:52]1[CH2:61][CH2:60][C:59]2[C:54](=[CH:55][CH:56]=[CH:57][CH:58]=2)[CH2:53]1. (2) Given the product [NH2:16][C:11]1[CH:12]=[CH:13][CH:14]=[C:15]2[C:10]=1[C:9](=[O:19])[C:8]1([NH:20][C:21]([C:23]3[N:24]=[CH:25][N:26]([CH3:28])[CH:27]=3)=[O:22])[C:7]3[CH:29]=[CH:30][C:31]([CH:33]([CH3:35])[CH3:34])=[CH:32][C:6]=3[O:5][C:4]12[OH:3], predict the reactants needed to synthesize it. The reactants are: Cl.O.[OH:3][C:4]12[C:15]3[C:10](=[C:11]([N+:16]([O-])=O)[CH:12]=[CH:13][CH:14]=3)[C:9](=[O:19])[C:8]1([NH:20][C:21]([C:23]1[N:24]=[CH:25][N:26]([CH3:28])[CH:27]=1)=[O:22])[C:7]1[CH:29]=[CH:30][C:31]([CH:33]([CH3:35])[CH3:34])=[CH:32][C:6]=1[O:5]2. (3) Given the product [CH3:20][C:21]1[CH:26]=[CH:25][C:24]([CH3:27])=[CH:23][C:22]=1[NH:28][C:29](=[O:30])[NH:1][C:2]1[CH:3]=[CH:4][C:5]([C:8]2[C:16]3[C:11](=[CH:12][N:13]=[CH:14][CH:15]=3)[NH:10][C:9]=2[C:17]([NH2:19])=[O:18])=[CH:6][CH:7]=1, predict the reactants needed to synthesize it. The reactants are: [NH2:1][C:2]1[CH:7]=[CH:6][C:5]([C:8]2[C:16]3[C:11](=[CH:12][N:13]=[CH:14][CH:15]=3)[NH:10][C:9]=2[C:17]([NH2:19])=[O:18])=[CH:4][CH:3]=1.[CH3:20][C:21]1[CH:26]=[CH:25][C:24]([CH3:27])=[CH:23][C:22]=1[N:28]=[C:29]=[O:30]. (4) Given the product [CH3:31][S:32]([O:30][CH2:29][CH2:28][O:27][C:26]1[C:19]2[C:20](=[N:21][CH:22]=[N:23][C:18]=2[NH:17][C:5]2[CH:6]=[CH:7][C:8]([O:9][CH2:10][C:11]3[CH:16]=[CH:15][CH:14]=[CH:13][N:12]=3)=[C:3]([O:2][CH3:1])[CH:4]=2)[NH:24][N:25]=1)(=[O:34])=[O:33], predict the reactants needed to synthesize it. The reactants are: [CH3:1][O:2][C:3]1[CH:4]=[C:5]([NH:17][C:18]2[N:23]=[CH:22][N:21]=[C:20]3[NH:24][N:25]=[C:26]([O:27][CH2:28][CH2:29][OH:30])[C:19]=23)[CH:6]=[CH:7][C:8]=1[O:9][CH2:10][C:11]1[CH:16]=[CH:15][CH:14]=[CH:13][N:12]=1.[CH3:31][S:32](Cl)(=[O:34])=[O:33]. (5) The reactants are: C(O[CH:6](N(C)C)[N:7]([CH3:9])[CH3:8])(C)(C)C.[C:13]([O:17][C:18]([NH:20][C@@:21]1([C:35]([O:37][C:38]([CH3:41])([CH3:40])[CH3:39])=[O:36])[CH2:26][C:25](=[O:27])[C@@H:24]2[C@H:22]1[C@H:23]2[C:28]([O:30][C:31]([CH3:34])([CH3:33])[CH3:32])=[O:29])=[O:19])([CH3:16])([CH3:15])[CH3:14]. Given the product [C:13]([O:17][C:18]([NH:20][C@@:21]1([C:35]([O:37][C:38]([CH3:41])([CH3:40])[CH3:39])=[O:36])[C:26](=[CH:6][N:7]([CH3:9])[CH3:8])[C:25](=[O:27])[C@@H:24]2[C@H:22]1[C@H:23]2[C:28]([O:30][C:31]([CH3:32])([CH3:34])[CH3:33])=[O:29])=[O:19])([CH3:16])([CH3:14])[CH3:15], predict the reactants needed to synthesize it.